This data is from Catalyst prediction with 721,799 reactions and 888 catalyst types from USPTO. The task is: Predict which catalyst facilitates the given reaction. (1) Reactant: [CH3:1][O:2][C:3](=[O:17])[C:4]1[CH:9]=[C:8]([N:10]2[CH2:14][CH2:13][CH2:12][C:11]2=[O:15])[CH:7]=[C:6]([NH2:16])[CH:5]=1.CCN(CC)CC.[C:25](OC(=O)C)(=[O:27])[CH3:26]. Product: [CH3:1][O:2][C:3](=[O:17])[C:4]1[CH:9]=[C:8]([N:10]2[CH2:14][CH2:13][CH2:12][C:11]2=[O:15])[CH:7]=[C:6]([NH:16][C:25](=[O:27])[CH3:26])[CH:5]=1. The catalyst class is: 91. (2) Reactant: O[C:2]1[C:11]([N+:12]([O-:14])=[O:13])=[CH:10][C:5]([C:6]([O:8][CH3:9])=[O:7])=[CH:4][C:3]=1[O:15][CH3:16].C(Cl)(=O)C([Cl:20])=O.O. Product: [Cl:20][C:2]1[C:11]([N+:12]([O-:14])=[O:13])=[CH:10][C:5]([C:6]([O:8][CH3:9])=[O:7])=[CH:4][C:3]=1[O:15][CH3:16]. The catalyst class is: 3. (3) Reactant: CCCC[N+](CCCC)(CCCC)CCCC.[F-].[Si]([O:36][CH2:37][C@@H:38]1[CH2:43][CH:42]2[CH:40]([CH2:41]2)[N:39]1[C:44]([O:46][C:47]([CH3:50])([CH3:49])[CH3:48])=[O:45])(C(C)(C)C)(C1C=CC=CC=1)C1C=CC=CC=1.[NH4+].[Cl-]. Product: [OH:36][CH2:37][C@@H:38]1[CH2:43][CH:42]2[CH:40]([CH2:41]2)[N:39]1[C:44]([O:46][C:47]([CH3:50])([CH3:49])[CH3:48])=[O:45]. The catalyst class is: 1. (4) Reactant: Cl[C:2]1[C:7](Cl)=[CH:6][CH:5]=[CH:4][N:3]=1.C[C@H:10]1[CH2:15][NH:14][CH2:13][CH2:12][NH:11]1.C([O-])([O-])=O.[K+].[K+]. Product: [N:3]1[CH:4]=[CH:5][CH:6]=[CH:7][C:2]=1[N:11]1[CH2:12][CH2:13][NH:14][CH2:15][CH2:10]1. The catalyst class is: 287. (5) Reactant: C(N(CC)CC)C.Cl.CN(C)C.[CH3:13][C:14]1[CH:19]=[CH:18][C:17]([S:20](Cl)(=[O:22])=[O:21])=[CH:16][CH:15]=1.[Cl:24][C:25]1[CH:30]=[C:29](/[C:31](/[C:38]2[CH:43]=[CH:42][C:41]([CH2:44][CH3:45])=[C:40]([O:46][CH3:47])[N:39]=2)=[CH:32]\[CH:33]2[CH2:37][CH2:36][CH2:35][CH2:34]2)[CH:28]=[CH:27][C:26]=1[S:48][CH2:49][CH2:50][CH2:51][OH:52]. Product: [CH3:13][C:14]1[CH:19]=[CH:18][C:17]([S:20]([O:52][CH2:51][CH2:50][CH2:49][S:48][C:26]2[CH:27]=[CH:28][C:29](/[C:31](/[C:38]3[CH:43]=[CH:42][C:41]([CH2:44][CH3:45])=[C:40]([O:46][CH3:47])[N:39]=3)=[CH:32]\[CH:33]3[CH2:37][CH2:36][CH2:35][CH2:34]3)=[CH:30][C:25]=2[Cl:24])(=[O:22])=[O:21])=[CH:16][CH:15]=1. The catalyst class is: 146. (6) Reactant: C([O:4][CH2:5][C:6]1[C:11]([C:12]2[CH:17]=[C:16]([NH:18][C:19]3[CH:24]=[CH:23][C:22]([C:25]([N:27]4[CH2:32][CH2:31][O:30][CH2:29][CH2:28]4)=[O:26])=[CH:21][N:20]=3)[N:15]=[CH:14][N:13]=2)=[CH:10][CH:9]=[CH:8][C:7]=1[N:33]1[N:42]=[CH:41][C:40]2[C:35](=[C:36]([F:47])[CH:37]=[C:38]([C:43]([CH3:46])([CH3:45])[CH3:44])[CH:39]=2)[C:34]1=[O:48])(=O)C.[OH-].[Na+].C(OCC)(=O)C.O. Product: [C:43]([C:38]1[CH:39]=[C:40]2[C:35](=[C:36]([F:47])[CH:37]=1)[C:34](=[O:48])[N:33]([C:7]1[CH:8]=[CH:9][CH:10]=[C:11]([C:12]3[CH:17]=[C:16]([NH:18][C:19]4[CH:24]=[CH:23][C:22]([C:25]([N:27]5[CH2:28][CH2:29][O:30][CH2:31][CH2:32]5)=[O:26])=[CH:21][N:20]=4)[N:15]=[CH:14][N:13]=3)[C:6]=1[CH2:5][OH:4])[N:42]=[CH:41]2)([CH3:46])([CH3:44])[CH3:45]. The catalyst class is: 12.